This data is from Full USPTO retrosynthesis dataset with 1.9M reactions from patents (1976-2016). The task is: Predict the reactants needed to synthesize the given product. (1) Given the product [NH2:26][CH:21]1[CH2:20][CH2:19][C@@H:18]2[N:23]([CH2:24][C@H:16]([O:15][C@@H:13]([C:5]3[CH:6]=[C:7]([C:9]([F:10])([F:11])[F:12])[CH:8]=[C:3]([C:2]([F:44])([F:1])[F:45])[CH:4]=3)[CH3:14])[C@H:17]2[C:37]2[CH:42]=[CH:41][C:40]([F:43])=[CH:39][CH:38]=2)[C:22]1=[O:25], predict the reactants needed to synthesize it. The reactants are: [F:1][C:2]([F:45])([F:44])[C:3]1[CH:4]=[C:5]([C@H:13]([O:15][C@H:16]2[CH2:24][N:23]3[C@@H:18]([CH2:19][CH2:20][CH:21]([NH:26]C(=O)OCC4C=CC=CC=4)[C:22]3=[O:25])[C@@H:17]2[C:37]2[CH:42]=[CH:41][C:40]([F:43])=[CH:39][CH:38]=2)[CH3:14])[CH:6]=[C:7]([C:9]([F:12])([F:11])[F:10])[CH:8]=1.[H][H]. (2) Given the product [F:31][C:28]1[CH:29]=[CH:30][C:25]([CH2:24][O:1][C:2]2[CH:3]=[C:4]([CH2:8][NH:9][C:10](=[O:18])[C:11]3[CH:16]=[CH:15][CH:14]=[N:13][C:12]=3[NH2:17])[CH:5]=[CH:6][CH:7]=2)=[CH:26][CH:27]=1, predict the reactants needed to synthesize it. The reactants are: [OH:1][C:2]1[CH:3]=[C:4]([CH2:8][NH:9][C:10](=[O:18])[C:11]2[CH:16]=[CH:15][CH:14]=[N:13][C:12]=2[NH2:17])[CH:5]=[CH:6][CH:7]=1.CS(O[CH2:24][C:25]1[CH:30]=[CH:29][C:28]([F:31])=[CH:27][CH:26]=1)(=O)=O.C(=O)([O-])[O-].[Cs+].[Cs+].CN(C=O)C. (3) Given the product [NH2:25][CH2:24][C:19]1[CH:20]=[CH:21][CH:22]=[C:23]2[C:18]=1[CH:17]=[C:16]([CH3:26])[N:15]2[C:13]1[N:14]=[C:9]([NH:8][CH2:1][C:2]2[CH:7]=[CH:6][CH:5]=[CH:4][CH:3]=2)[C:10]2[CH2:30][CH2:37][CH2:28][CH2:27][C:11]=2[N:12]=1, predict the reactants needed to synthesize it. The reactants are: [CH2:1]([NH:8][C:9]1[C:10]2[CH2:30]O[CH2:28][CH2:27][C:11]=2[N:12]=[C:13]([N:15]2[C:23]3[CH:22]=[CH:21][CH:20]=[C:19]([C:24]#[N:25])[C:18]=3[CH:17]=[C:16]2[CH3:26])[N:14]=1)[C:2]1[CH:7]=[CH:6][CH:5]=[CH:4][CH:3]=1.[H-].[Al+3].[Li+].[H-].[H-].[H-].[CH2:37]1COCC1. (4) Given the product [Cl:22][C:14]1[CH:15]=[CH:16][CH:17]=[CH:18][C:13]=1[C:12]([NH:11][C:7]1[C:8](=[O:10])[O:9][C:4]2[CH:3]=[C:2]([OH:1])[CH:21]=[CH:20][C:5]=2[CH:6]=1)=[O:19], predict the reactants needed to synthesize it. The reactants are: [OH:1][C:2]1[CH:21]=[CH:20][C:5]2[CH:6]=[C:7]([NH:11][C:12](=[O:19])[C:13]3[CH:18]=[CH:17][CH:16]=[CH:15][CH:14]=3)[C:8](=[O:10])[O:9][C:4]=2[CH:3]=1.[ClH:22].C(=O)([O-])O.[Na+]. (5) The reactants are: [Cl:1][C:2]1[N:7]=[C:6]([C:8]2[CH:9]=[C:10]([CH:13]=[CH:14][CH:15]=2)[CH:11]=O)[CH:5]=[CH:4][N:3]=1.[C:16]([O:20][C:21]([N:23]1[CH2:28][CH2:27][NH:26][CH:25]([C:29]#[N:30])[CH2:24]1)=[O:22])([CH3:19])([CH3:18])[CH3:17]. Given the product [C:16]([O:20][C:21]([N:23]1[CH2:28][CH2:27][N:26]([CH2:11][C:10]2[CH:13]=[CH:14][CH:15]=[C:8]([C:6]3[CH:5]=[CH:4][N:3]=[C:2]([Cl:1])[N:7]=3)[CH:9]=2)[CH:25]([C:29]#[N:30])[CH2:24]1)=[O:22])([CH3:19])([CH3:17])[CH3:18], predict the reactants needed to synthesize it. (6) Given the product [NH2:13][C:12]1[N:1]([C:2]2[CH:7]=[CH:6][CH:5]=[CH:4][CH:3]=2)[N:25]=[C:20]([C:22]#[N:23])[C:14]=1[CH3:15], predict the reactants needed to synthesize it. The reactants are: [NH2:1][C:2]1[CH:7]=[CH:6][CH:5]=[CH:4][CH:3]=1.N([O-])=O.[Na+].[C:12]([CH:14]([CH:20]([C:22]#[N:23])C)[C:15](OCC)=O)#[N:13].[OH-].[NH4+:25]. (7) Given the product [NH2:31][C:28]1[CH:29]=[CH:30][C:25]([N:21]2[CH2:20][C:19]([CH2:18][NH:17][C:15](=[O:16])[C:14]3[CH:13]=[CH:12][C:11]([C:9]4[O:10][C:6]5[C:5]([CH:38]([CH3:40])[CH3:39])=[CH:4][C:3]([C:1]#[N:2])=[CH:37][C:7]=5[N:8]=4)=[CH:36][CH:35]=3)([CH3:34])[O:23][C:22]2=[O:24])=[N:26][CH:27]=1, predict the reactants needed to synthesize it. The reactants are: [C:1]([C:3]1[CH:4]=[C:5]([CH:38]([CH3:40])[CH3:39])[C:6]2[O:10][C:9]([C:11]3[CH:36]=[CH:35][C:14]([C:15]([NH:17][CH2:18][C:19]4([CH3:34])[O:23][C:22](=[O:24])[N:21]([C:25]5[CH:30]=[CH:29][C:28]([N+:31]([O-])=O)=[CH:27][N:26]=5)[CH2:20]4)=[O:16])=[CH:13][CH:12]=3)=[N:8][C:7]=2[CH:37]=1)#[N:2].[H][H]. (8) Given the product [CH2:17]([O:19][C:20]([C:22]1[C:26]([CH2:27][CH2:28][CH2:29][N:30]2[CH2:35][CH2:34][N:33]([CH3:36])[CH2:32][CH2:31]2)=[C:25]([CH:37]=[C:9]2[C:8]3[C:12](=[CH:13][CH:14]=[CH:15][C:7]=3[C:2]3[CH:3]=[CH:4][CH:5]=[CH:6][N:1]=3)[NH:11][C:10]2=[O:16])[NH:24][C:23]=1[CH3:39])=[O:21])[CH3:18], predict the reactants needed to synthesize it. The reactants are: [N:1]1[CH:6]=[CH:5][CH:4]=[CH:3][C:2]=1[C:7]1[CH:15]=[CH:14][CH:13]=[C:12]2[C:8]=1[CH2:9][C:10](=[O:16])[NH:11]2.[CH2:17]([O:19][C:20]([C:22]1[C:26]([CH2:27][CH2:28][CH2:29][N:30]2[CH2:35][CH2:34][N:33]([CH3:36])[CH2:32][CH2:31]2)=[C:25]([CH:37]=O)[NH:24][C:23]=1[CH3:39])=[O:21])[CH3:18].N1CCCCC1. (9) Given the product [NH3:5].[CH3:1][C:2]1([C:8]2[CH:9]=[C:10]([NH:14][S:15]([CH3:18])(=[O:17])=[O:16])[CH:11]=[CH:12][CH:13]=2)[CH:7]2[CH:3]1[CH2:4][N:5]([CH2:25]/[CH:26]=[CH:27]/[C:28]1[CH:33]=[CH:32][CH:31]=[CH:30][CH:29]=1)[CH2:6]2, predict the reactants needed to synthesize it. The reactants are: [CH3:1][C:2]1([C:8]2[CH:9]=[C:10]([NH:14][S:15]([CH3:18])(=[O:17])=[O:16])[CH:11]=[CH:12][CH:13]=2)[CH:7]2[CH:3]1[CH2:4][NH:5][CH2:6]2.C(=O)([O-])O.[Na+].Br[CH2:25]/[CH:26]=[CH:27]/[C:28]1[CH:33]=[CH:32][CH:31]=[CH:30][CH:29]=1.C(OCC)C. (10) Given the product [Cl:25][C:26]1[CH:31]=[CH:30][CH:29]=[CH:28][C:27]=1[N:32]1[C:33](=[O:40])[CH2:34][N:35]([CH2:15][C@H:14]([NH:13][S:10]([C:5]2[CH:6]=[CH:7][CH:8]=[CH:9][C:4]=2[N+:1]([O-:3])=[O:2])(=[O:12])=[O:11])[C@@H:16]2[CH2:17][C@@H:18]([CH2:22][CH2:23][CH3:24])[C:19](=[O:21])[O:20]2)[C:36]([CH3:39])([CH3:38])[CH2:37]1, predict the reactants needed to synthesize it. The reactants are: [N+:1]([C:4]1[CH:9]=[CH:8][CH:7]=[CH:6][C:5]=1[S:10]([N@:13]1[CH2:15][CH:14]1[C@H:16]1[O:20][C:19](=[O:21])[C@H:18]([CH2:22][CH2:23][CH3:24])[CH2:17]1)(=[O:12])=[O:11])([O-:3])=[O:2].[Cl:25][C:26]1[CH:31]=[CH:30][CH:29]=[CH:28][C:27]=1[N:32]1[CH2:37][C:36]([CH3:39])([CH3:38])[NH:35][CH2:34][C:33]1=[O:40].